Dataset: Full USPTO retrosynthesis dataset with 1.9M reactions from patents (1976-2016). Task: Predict the reactants needed to synthesize the given product. (1) Given the product [F:28][C:29]1[CH:36]=[CH:35][C:32]([CH2:33][N:25]2[CH2:24][CH2:23][CH:22]([C:20]([C:4]3[CH:5]=[C:6]4[C:10](=[CH:11][C:3]=3[O:2][CH3:1])[N:9]([CH3:12])[CH:8]=[C:7]4[C:13](=[O:19])[C:14]([N:16]([CH3:18])[CH3:17])=[O:15])=[O:21])[CH2:27][CH2:26]2)=[CH:31][CH:30]=1, predict the reactants needed to synthesize it. The reactants are: [CH3:1][O:2][C:3]1[CH:11]=[C:10]2[C:6]([C:7]([C:13](=[O:19])[C:14]([N:16]([CH3:18])[CH3:17])=[O:15])=[CH:8][N:9]2[CH3:12])=[CH:5][C:4]=1[C:20]([CH:22]1[CH2:27][CH2:26][NH:25][CH2:24][CH2:23]1)=[O:21].[F:28][C:29]1[CH:36]=[CH:35][C:32]([CH2:33]Br)=[CH:31][CH:30]=1. (2) Given the product [CH:1]1[C:10]2[C:5](=[CH:6][CH:7]=[CH:8][CH:9]=2)[CH:4]=[CH:3][C:2]=1[S:11]([C:16]1[CH:24]=[CH:23][C:22]2[N:21]([CH3:25])[C:20]3[CH2:26][CH:27]4[NH:31][CH:30]([C:19]=3[C:18]=2[C:17]=1[C:32]([O:34][C:35]([CH3:38])([CH3:37])[CH3:36])=[O:33])[CH2:29][CH2:28]4)(=[O:13])=[O:12], predict the reactants needed to synthesize it. The reactants are: [CH:1]1[C:10]2[C:5](=[CH:6][CH:7]=[CH:8][CH:9]=2)[CH:4]=[CH:3][C:2]=1[S:11]([O-:13])=[O:12].[Na+].Br[C:16]1[CH:24]=[CH:23][C:22]2[N:21]([CH3:25])[C:20]3[CH2:26][CH:27]4[NH:31][CH:30]([C:19]=3[C:18]=2[C:17]=1[C:32]([O:34][C:35]([CH3:38])([CH3:37])[CH3:36])=[O:33])[CH2:29][CH2:28]4.